Dataset: Full USPTO retrosynthesis dataset with 1.9M reactions from patents (1976-2016). Task: Predict the reactants needed to synthesize the given product. (1) Given the product [CH3:16][O:15][CH2:14][CH2:13][N:12]1[C:4]2=[N:3][C:2]([N:19]3[CH2:24][CH2:23][O:22][CH2:21][CH2:20]3)=[CH:7][C:6](=[O:8])[N:5]2[CH2:9][CH2:10][C:11]1([CH3:18])[CH3:17], predict the reactants needed to synthesize it. The reactants are: Cl[C:2]1[N:3]=[C:4]2[N:12]([CH2:13][CH2:14][O:15][CH3:16])[C:11]([CH3:18])([CH3:17])[CH2:10][CH2:9][N:5]2[C:6](=[O:8])[CH:7]=1.[NH:19]1[CH2:24][CH2:23][O:22][CH2:21][CH2:20]1. (2) Given the product [CH:1]1([C:4]2[C:5]([O:18][C@@H:19]3[CH2:24][CH2:23][CH2:22][N:21]([CH2:26][C:27]([N:29]([CH:33]([CH3:35])[CH3:34])[CH:30]([CH3:32])[CH3:31])=[O:28])[CH2:20]3)=[CH:6][C:7]([F:17])=[C:8]([CH:16]=2)[C:9]([O:11][C:12]([CH3:15])([CH3:14])[CH3:13])=[O:10])[CH2:3][CH2:2]1, predict the reactants needed to synthesize it. The reactants are: [CH:1]1([C:4]2[C:5]([O:18][C@@H:19]3[CH2:24][CH2:23][CH2:22][NH:21][CH2:20]3)=[CH:6][C:7]([F:17])=[C:8]([CH:16]=2)[C:9]([O:11][C:12]([CH3:15])([CH3:14])[CH3:13])=[O:10])[CH2:3][CH2:2]1.Br[CH2:26][C:27]([N:29]([CH:33]([CH3:35])[CH3:34])[CH:30]([CH3:32])[CH3:31])=[O:28].C(=O)([O-])[O-].[K+].[K+]. (3) Given the product [CH2:35]([C:30]([CH2:29][N:26]1[CH2:25][CH2:24][CH:23]([CH2:22][NH:21][C:19]([N:6]2[C:7]3[CH:12]=[CH:11][CH:10]=[CH:9][C:8]=3[N:4]([CH:1]([CH3:3])[CH3:2])[C:5]2=[O:13])=[O:18])[CH2:28][CH2:27]1)([CH2:37][CH3:38])[C:31]([O:33][CH3:34])=[O:32])[CH3:36], predict the reactants needed to synthesize it. The reactants are: [CH:1]([N:4]1[C:8]2[CH:9]=[CH:10][CH:11]=[CH:12][C:7]=2[NH:6][C:5]1=[O:13])([CH3:3])[CH3:2].C([O:18][C:19]([NH:21][CH2:22][CH:23]1[CH2:28][CH2:27][N:26]([CH2:29][C:30]([CH2:37][CH3:38])([CH2:35][CH3:36])[C:31]([O:33][CH3:34])=[O:32])[CH2:25][CH2:24]1)=O)(C)(C)C. (4) Given the product [F:1][C:2]1[CH:7]=[CH:6][C:5]([F:8])=[CH:4][C:3]=1[N:9]1[CH2:10][CH2:11][N:12]([CH2:18][C@@H:17]([N:19]2[C:28](=[O:29])[CH2:27][C:22]3([CH2:26][CH2:25][CH2:24][CH2:23]3)[CH2:21][C:20]2=[O:30])[CH3:16])[CH2:13][CH2:14]1, predict the reactants needed to synthesize it. The reactants are: [F:1][C:2]1[CH:7]=[CH:6][C:5]([F:8])=[CH:4][C:3]=1[N:9]1[CH2:14][CH2:13][NH:12][CH2:11][CH2:10]1.Cl[CH2:16][C@@H:17]([N:19]1[C:28](=[O:29])[CH2:27][C:22]2([CH2:26][CH2:25][CH2:24][CH2:23]2)[CH2:21][C:20]1=[O:30])[CH3:18]. (5) The reactants are: Cl.[O:2]=[C:3]1[N:7]([C:8]2[CH:17]=[CH:16][C:11]([C:12]([O:14][CH3:15])=[O:13])=[CH:10][CH:9]=2)[CH2:6][C:5]2([CH2:22][CH2:21][NH:20][CH2:19][CH2:18]2)[O:4]1.[Cl:23][C:24]1[CH:31]=[CH:30][C:27]([CH:28]=O)=[CH:26][C:25]=1[C:32]([F:35])([F:34])[F:33]. Given the product [Cl:23][C:24]1[CH:31]=[CH:30][C:27]([CH2:28][N:20]2[CH2:21][CH2:22][C:5]3([O:4][C:3](=[O:2])[N:7]([C:8]4[CH:17]=[CH:16][C:11]([C:12]([O:14][CH3:15])=[O:13])=[CH:10][CH:9]=4)[CH2:6]3)[CH2:18][CH2:19]2)=[CH:26][C:25]=1[C:32]([F:33])([F:34])[F:35], predict the reactants needed to synthesize it. (6) Given the product [C:1]([O:5][C:6](=[O:34])[NH:7][C:8]1[S:9][C:10]2[CH:16]=[C:15]([CH2:17][C:18]3[CH:23]=[CH:22][C:21]([NH2:24])=[CH:20][CH:19]=3)[CH:14]=[C:13]([C:27]3[CH:32]=[CH:31][CH:30]=[C:29]([Cl:33])[CH:28]=3)[C:11]=2[N:12]=1)([CH3:4])([CH3:2])[CH3:3], predict the reactants needed to synthesize it. The reactants are: [C:1]([O:5][C:6](=[O:34])[NH:7][C:8]1[S:9][C:10]2[CH:16]=[C:15]([CH2:17][C:18]3[CH:23]=[CH:22][C:21]([N+:24]([O-])=O)=[CH:20][CH:19]=3)[CH:14]=[C:13]([C:27]3[CH:32]=[CH:31][CH:30]=[C:29]([Cl:33])[CH:28]=3)[C:11]=2[N:12]=1)([CH3:4])([CH3:3])[CH3:2].